Dataset: CYP2D6 substrate classification data from Carbon-Mangels et al.. Task: Regression/Classification. Given a drug SMILES string, predict its absorption, distribution, metabolism, or excretion properties. Task type varies by dataset: regression for continuous measurements (e.g., permeability, clearance, half-life) or binary classification for categorical outcomes (e.g., BBB penetration, CYP inhibition). Dataset: cyp2d6_substrate_carbonmangels. (1) The compound is CS(C)=O. The result is 0 (non-substrate). (2) The compound is CC(C)C(=O)Nc1ccc([N+](=O)[O-])c(C(F)(F)F)c1. The result is 0 (non-substrate).